From a dataset of Reaction yield outcomes from USPTO patents with 853,638 reactions. Predict the reaction yield, written as a fraction of the theoretical maximum amount of product (1.0 means a 100% yield; for example, 0.34 means a 34% yield). (1) The reactants are [CH:1]([N:4]1[CH2:9][CH2:8][CH:7]([O:10][C:11]2[CH:19]=[CH:18][C:17]3[N:16]4[C@@H:20]([CH3:25])[CH2:21][NH:22][C:23](=[O:24])[C:15]4=[CH:14][C:13]=3[CH:12]=2)[CH2:6][CH2:5]1)([CH3:3])[CH3:2].[H-].[Na+].Br[CH2:29][CH:30]1[CH2:32][CH2:31]1. No catalyst specified. The product is [CH:30]1([CH2:29][N:22]2[CH2:21][C@H:20]([CH3:25])[N:16]3[C:17]4[CH:18]=[CH:19][C:11]([O:10][CH:7]5[CH2:8][CH2:9][N:4]([CH:1]([CH3:3])[CH3:2])[CH2:5][CH2:6]5)=[CH:12][C:13]=4[CH:14]=[C:15]3[C:23]2=[O:24])[CH2:32][CH2:31]1. The yield is 0.550. (2) The product is [Br:15][C:16]1[C:17](=[O:33])[N:18]([CH2:2][C@@H:3]([C:9]2[CH:14]=[CH:13][CH:12]=[CH:11][CH:10]=2)[CH2:4][O:5][C:6](=[O:8])[CH3:7])[C:19](=[O:32])[N:20]([CH2:23][C:24]2[C:25]([F:31])=[CH:26][CH:27]=[CH:28][C:29]=2[F:30])[C:21]=1[CH3:22]. The yield is 0.930. The reactants are O[CH2:2][C@@H:3]([C:9]1[CH:14]=[CH:13][CH:12]=[CH:11][CH:10]=1)[CH2:4][O:5][C:6](=[O:8])[CH3:7].[Br:15][C:16]1[C:17](=[O:33])[NH:18][C:19](=[O:32])[N:20]([CH2:23][C:24]2[C:29]([F:30])=[CH:28][CH:27]=[CH:26][C:25]=2[F:31])[C:21]=1[CH3:22].C1(P(C2C=CC=CC=2)C2C=CC=CC=2)C=CC=CC=1.CC(OC(/N=N/C(OC(C)(C)C)=O)=O)(C)C. The catalyst is C1COCC1.